Predict the reactants needed to synthesize the given product. From a dataset of Full USPTO retrosynthesis dataset with 1.9M reactions from patents (1976-2016). (1) Given the product [Cl:1][C:2]1[C:3]2[N:12]([C:13]3[C:18]([F:19])=[CH:17][CH:16]=[CH:15][C:14]=3[F:20])[N:11]=[C:10]([C:21]3[CH:22]=[C:23]([CH2:26][C:27]#[N:28])[S:24][CH:25]=3)[C:4]=2[C:5](=[O:8])[NH:6][CH:7]=1, predict the reactants needed to synthesize it. The reactants are: [Cl:1][C:2]1[C:3]2[N:12]([C:13]3[C:18]([F:19])=[CH:17][CH:16]=[CH:15][C:14]=3[F:20])[N:11]=[C:10]([C:21]3[CH:22]=[C:23]([CH2:26][C:27]#[N:28])[S:24][CH:25]=3)[C:4]=2[C:5]([O:8]C)=[N:6][CH:7]=1.[I-].[Na+].Cl[Si](C)(C)C.C(=O)([O-])O.[Na+]. (2) Given the product [Cl:10][C:11]1[C:12]([O:9][C:3]2[C:4]([CH3:8])=[CH:5][CH:6]=[CH:7][C:2]=2[CH3:1])=[CH:13][C:14]2[O:19][CH:18]([C:20]([F:22])([F:21])[F:23])[C:17]([C:24]([OH:26])=[O:25])=[CH:16][C:15]=2[CH:29]=1, predict the reactants needed to synthesize it. The reactants are: [CH3:1][C:2]1[CH:7]=[CH:6][CH:5]=[C:4]([CH3:8])[C:3]=1[OH:9].[Cl:10][C:11]1[C:12](F)=[CH:13][C:14]2[O:19][CH:18]([C:20]([F:23])([F:22])[F:21])[C:17]([C:24]([O:26]CC)=[O:25])=[CH:16][C:15]=2[CH:29]=1. (3) Given the product [O:36]=[C:35]1[NH:1][C:4]2[N:5]=[CH:6][CH:7]=[CH:8][C:9]=2[CH2:10][CH2:11][N:12]1[CH:13]1[CH2:18][CH2:17][N:16]([C:19]([O:21][C:22]([CH3:25])([CH3:24])[CH3:23])=[O:20])[CH2:15][CH2:14]1, predict the reactants needed to synthesize it. The reactants are: [N+:1]([C:4]1[C:9]([CH2:10][CH2:11][NH:12][CH:13]2[CH2:18][CH2:17][N:16]([C:19]([O:21][C:22]([CH3:25])([CH3:24])[CH3:23])=[O:20])[CH2:15][CH2:14]2)=[CH:8][CH:7]=[CH:6][N:5]=1)([O-])=O.[H][H].C(N(CC)CC)C.[CH3:35][OH:36]. (4) Given the product [C:17](=[O:18])([O:19][C:20]1[CH:21]=[CH:22][C:23]([N+:26]([O-:28])=[O:27])=[CH:24][CH:25]=1)[O:12][CH2:11][C:9]1[O:10][C:6]2[C:5]([O:14][CH3:15])=[CH:4][C:3]([O:2][CH3:1])=[CH:13][C:7]=2[CH:8]=1, predict the reactants needed to synthesize it. The reactants are: [CH3:1][O:2][C:3]1[CH:4]=[C:5]([O:14][CH3:15])[C:6]2[O:10][C:9]([CH2:11][OH:12])=[CH:8][C:7]=2[CH:13]=1.Cl[C:17]([O:19][C:20]1[CH:25]=[CH:24][C:23]([N+:26]([O-:28])=[O:27])=[CH:22][CH:21]=1)=[O:18].